From a dataset of Reaction yield outcomes from USPTO patents with 853,638 reactions. Predict the reaction yield, written as a fraction of the theoretical maximum amount of product (1.0 means a 100% yield; for example, 0.34 means a 34% yield). The reactants are [Si]([O:8][CH2:9][CH2:10][O:11][C:12]1[CH:13]=[CH:14][C:15]([C:24]2[NH:33][C:32](=[O:34])[C:31]3[C:26](=[CH:27][C:28]([O:37][CH3:38])=[CH:29][C:30]=3[O:35][CH3:36])[N:25]=2)=[N:16][C:17]=1[C:18]1[CH:23]=[CH:22][CH:21]=[CH:20][CH:19]=1)(C(C)(C)C)(C)C.CCCC[N+](CCCC)(CCCC)CCCC.[F-]. The catalyst is C1COCC1. The product is [OH:8][CH2:9][CH2:10][O:11][C:12]1[CH:13]=[CH:14][C:15]([C:24]2[NH:33][C:32](=[O:34])[C:31]3[C:26](=[CH:27][C:28]([O:37][CH3:38])=[CH:29][C:30]=3[O:35][CH3:36])[N:25]=2)=[N:16][C:17]=1[C:18]1[CH:23]=[CH:22][CH:21]=[CH:20][CH:19]=1. The yield is 0.560.